This data is from Full USPTO retrosynthesis dataset with 1.9M reactions from patents (1976-2016). The task is: Predict the reactants needed to synthesize the given product. (1) Given the product [C:29]([Si:33]([CH3:58])([CH3:59])[O:34][CH2:35][C:36]([C:50]1[CH:55]=[CH:54][C:53]([F:56])=[C:52]([F:57])[CH:51]=1)=[C:37]([C:40]1[CH:45]=[CH:44][C:43]([S:46]([CH3:49])(=[O:48])=[O:47])=[CH:42][CH:41]=1)[CH2:38][O:9][C:8](=[O:10])[C:7]([C:11]1[CH:16]=[CH:15][C:14]([F:17])=[C:13]([F:18])[CH:12]=1)=[C:6]([C:19]1[CH:20]=[CH:21][C:22]([S:25]([CH3:28])(=[O:26])=[O:27])=[CH:23][CH:24]=1)[CH2:5][O:4][C:1](=[O:3])[CH3:2])([CH3:31])([CH3:32])[CH3:30], predict the reactants needed to synthesize it. The reactants are: [C:1]([O:4][CH2:5][C:6]([C:19]1[CH:24]=[CH:23][C:22]([S:25]([CH3:28])(=[O:27])=[O:26])=[CH:21][CH:20]=1)=[C:7]([C:11]1[CH:16]=[CH:15][C:14]([F:17])=[C:13]([F:18])[CH:12]=1)[C:8]([OH:10])=[O:9])(=[O:3])[CH3:2].[C:29]([Si:33]([CH3:59])([CH3:58])[O:34][CH2:35][C:36]([C:50]1[CH:55]=[CH:54][C:53]([F:56])=[C:52]([F:57])[CH:51]=1)=[C:37]([C:40]1[CH:45]=[CH:44][C:43]([S:46]([CH3:49])(=[O:48])=[O:47])=[CH:42][CH:41]=1)[CH2:38]O)([CH3:32])([CH3:31])[CH3:30].C1(P(C2C=CC=CC=2)C2C=CC=CC=2)C=CC=CC=1. (2) Given the product [NH2:10][C@H:6]([C:7]([OH:9])=[O:8])[CH2:5][S:4]([CH2:3][CH:2]=[CH2:1])=[O:11], predict the reactants needed to synthesize it. The reactants are: [CH2:1]=[CH:2][CH2:3][S:4][CH2:5][C@H:6]([NH2:10])[C:7]([OH:9])=[O:8].[OH:11]O. (3) Given the product [F:23][C:24]1[CH:29]=[CH:28][CH:27]=[CH:26][C:25]=1[C:2]1[CH:7]=[CH:6][CH:5]=[C:4]([C:8]2[N:9]=[C:10]([CH:20]([CH3:22])[CH3:21])[NH:11][C:12]=2[C:13]2[CH:18]=[CH:17][CH:16]=[C:15]([CH3:19])[N:14]=2)[CH:3]=1, predict the reactants needed to synthesize it. The reactants are: Br[C:2]1[CH:3]=[C:4]([C:8]2[N:9]=[C:10]([CH:20]([CH3:22])[CH3:21])[NH:11][C:12]=2[C:13]2[CH:18]=[CH:17][CH:16]=[C:15]([CH3:19])[N:14]=2)[CH:5]=[CH:6][CH:7]=1.[F:23][C:24]1[CH:29]=[CH:28][CH:27]=[CH:26][C:25]=1B(O)O. (4) Given the product [CH3:9][O:8][C:5]1[CH:6]=[CH:7][C:2]([C:13]2[CH:14]=[CH:15][C:10]([CH3:18])=[CH:11][CH:12]=2)=[CH:3][CH:4]=1, predict the reactants needed to synthesize it. The reactants are: Cl[C:2]1[CH:7]=[CH:6][C:5]([O:8][CH3:9])=[CH:4][CH:3]=1.[C:10]1([CH3:18])[CH:15]=[CH:14][C:13]([Mg]Cl)=[CH:12][CH:11]=1. (5) Given the product [Br:11][C:12]1[CH:13]=[C:14]([CH2:15][C:7]2[S:6][C:5]3[CH:9]=[CH:10][C:2]([CH3:1])=[CH:3][C:4]=3[CH:8]=2)[CH:17]=[CH:18][CH:19]=1, predict the reactants needed to synthesize it. The reactants are: [CH3:1][C:2]1[CH:10]=[CH:9][C:5]2[S:6][CH:7]=[CH:8][C:4]=2[CH:3]=1.[Br:11][C:12]1[CH:13]=[C:14]([CH:17]=[CH:18][CH:19]=1)[CH:15]=O. (6) Given the product [C:12]1([N:6]2[C:5]3[CH:4]=[CH:3][C:2]([C:2]4[CH:3]=[CH:4][C:5]5[NH:6][C:26]6[C:21]([C:27]=5[CH:14]=4)=[CH:22][CH:23]=[CH:24][CH:25]=6)=[CH:14][C:13]=3[C:12]3[C:7]2=[CH:8][CH:9]=[CH:10][CH:11]=3)[CH:11]=[CH:10][CH:9]=[CH:8][CH:7]=1, predict the reactants needed to synthesize it. The reactants are: Br[C:2]1[CH:3]=[CH:4][C:5]2[NH:6][C:7]3[C:12]([C:13]=2[CH:14]=1)=[CH:11][CH:10]=[CH:9][CH:8]=3.C(=O)([O-])[O-].[Na+].[Na+].[C:21]1([CH3:27])[CH:26]=[CH:25][CH:24]=[CH:23][CH:22]=1.O. (7) Given the product [CH2:1]([O:3][C:4]([C:6]1[C:14]2[C:9](=[CH:10][CH:11]=[C:12]([O:15][C:37]3[CH:36]=[CH:35][CH:34]=[C:33]([Cl:32])[CH:38]=3)[CH:13]=2)[N:8]([C:16]2[CH:21]=[CH:20][C:19]([O:22][CH:23]([CH3:24])[CH3:25])=[CH:18][CH:17]=2)[C:7]=1[CH2:26][C:27]([O:29][CH2:30][CH3:31])=[O:28])=[O:5])[CH3:2], predict the reactants needed to synthesize it. The reactants are: [CH2:1]([O:3][C:4]([C:6]1[C:14]2[C:9](=[CH:10][CH:11]=[C:12]([OH:15])[CH:13]=2)[N:8]([C:16]2[CH:21]=[CH:20][C:19]([O:22][CH:23]([CH3:25])[CH3:24])=[CH:18][CH:17]=2)[C:7]=1[CH2:26][C:27]([O:29][CH2:30][CH3:31])=[O:28])=[O:5])[CH3:2].[Cl:32][C:33]1[CH:34]=[C:35](B(O)O)[CH:36]=[CH:37][CH:38]=1. (8) Given the product [Br:1][C:2]1[N:3]=[C:4]([CH2:21][CH3:22])[C:5]([NH:10][C@@H:11]2[C:19]3[C:14](=[CH:15][CH:16]=[CH:17][CH:18]=3)[CH2:13][C@@H:12]2[OH:20])=[N:6][C:7]=1[CH:8]1[CH2:23][CH2:9]1, predict the reactants needed to synthesize it. The reactants are: [Br:1][C:2]1[N:3]=[C:4]([CH2:21][CH3:22])[C:5]([NH:10][C@@H:11]2[C:19]3[C:14](=[CH:15][CH:16]=[CH:17][CH:18]=3)[CH2:13][C@@H:12]2[OH:20])=[N:6][C:7]=1[CH2:8][CH3:9].[CH:23]1(C2N=C(N[C@@H]3C4C(=CC=CC=4)C[C@@H]3O)C(CC)=NC=2)CC1.